From a dataset of CYP2C9 inhibition data for predicting drug metabolism from PubChem BioAssay. Regression/Classification. Given a drug SMILES string, predict its absorption, distribution, metabolism, or excretion properties. Task type varies by dataset: regression for continuous measurements (e.g., permeability, clearance, half-life) or binary classification for categorical outcomes (e.g., BBB penetration, CYP inhibition). Dataset: cyp2c9_veith. (1) The molecule is Cc1sc(NC(=O)c2ccco2)c(C(c2cccnc2)N2CCCC2)c1C. The result is 1 (inhibitor). (2) The drug is CCOC(=O)c1cncn1[C@H](C)c1ccccc1. The result is 0 (non-inhibitor). (3) The drug is c1ccc(C[n+]2cccc(-c3cc4ccccc4[nH]3)c2)cc1. The result is 0 (non-inhibitor). (4) The molecule is CCCNC(=O)OC[C@@H]1O[C@H](CCO/N=C\c2ccc(C(=O)N3[C@H](C(=O)OC)CC[C@H](C)[C@H]3c3ccc(C)cc3)cc2)C=C[C@@H]1Oc1ccc(OC)cc1. The result is 1 (inhibitor). (5) The molecule is Cc1ccc(NC(=O)N(Cc2ccco2)C(C)c2ccco2)cc1C. The result is 1 (inhibitor). (6) The compound is COc1ccc(C2Nc3ccccc3C(=O)N2Cc2ccco2)cc1COc1ccc([N+](=O)[O-])cc1. The result is 1 (inhibitor). (7) The compound is C[C@@H]1C[C@@H]2[C@@H]3C[C@H](F)C4=CC(=O)C=C[C@]4(C)[C@]3(F)[C@@H](O)C[C@]2(C)[C@]1(CC(=O)CO)C(=O)SCF. The result is 0 (non-inhibitor). (8) The drug is O=C(c1cccs1)N1CCN(C(=O)C(c2ccccc2)c2ccccc2)CC1. The result is 1 (inhibitor).